From a dataset of Forward reaction prediction with 1.9M reactions from USPTO patents (1976-2016). Predict the product of the given reaction. Given the reactants [CH2:1]([C@H:8]1[N:13]([C:14]([C:16]2[N:17]=[CH:18][N:19]([CH:27]3[CH2:32][CH2:31][CH2:30][CH2:29][C:28]3=[O:33])[C:20]=2[C:21]2[CH:26]=[CH:25][CH:24]=[CH:23][CH:22]=2)=[O:15])[CH2:12][CH2:11][N:10]([C:34]([O:36][C:37]([CH3:40])([CH3:39])[CH3:38])=[O:35])[CH2:9]1)[C:2]1[CH:7]=[CH:6][CH:5]=[CH:4][CH:3]=1.C[Si](C)(C)[C:43]([F:46])([F:45])[F:44].CCCC[N+](CCCC)(CCCC)CCCC.[F-], predict the reaction product. The product is: [CH2:1]([C@H:8]1[N:13]([C:14]([C:16]2[N:17]=[CH:18][N:19]([CH:27]3[CH2:32][CH2:31][CH2:30][CH2:29][C:28]3([OH:33])[C:43]([F:46])([F:45])[F:44])[C:20]=2[C:21]2[CH:26]=[CH:25][CH:24]=[CH:23][CH:22]=2)=[O:15])[CH2:12][CH2:11][N:10]([C:34]([O:36][C:37]([CH3:40])([CH3:39])[CH3:38])=[O:35])[CH2:9]1)[C:2]1[CH:7]=[CH:6][CH:5]=[CH:4][CH:3]=1.